From a dataset of Reaction yield outcomes from USPTO patents with 853,638 reactions. Predict the reaction yield, written as a fraction of the theoretical maximum amount of product (1.0 means a 100% yield; for example, 0.34 means a 34% yield). The reactants are [NH2:1][C:2]1[C:3]([F:23])=[C:4]([C:9]2[C:10](=[O:22])[N:11]([CH2:20][CH3:21])[C:12]3[C:17]([CH:18]=2)=[CH:16][N:15]=[C:14](Cl)[CH:13]=3)[C:5]([Cl:8])=[CH:6][CH:7]=1.[CH3:24][NH2:25]. The catalyst is O1CCOCC1.[Cl-].[Na+].O. The product is [NH2:1][C:2]1[C:3]([F:23])=[C:4]([C:9]2[C:10](=[O:22])[N:11]([CH2:20][CH3:21])[C:12]3[C:17]([CH:18]=2)=[CH:16][N:15]=[C:14]([NH:25][CH3:24])[CH:13]=3)[C:5]([Cl:8])=[CH:6][CH:7]=1. The yield is 0.880.